The task is: Regression. Given two drug SMILES strings and cell line genomic features, predict the synergy score measuring deviation from expected non-interaction effect.. This data is from NCI-60 drug combinations with 297,098 pairs across 59 cell lines. (1) Drug 1: CC1=CC2C(CCC3(C2CCC3(C(=O)C)OC(=O)C)C)C4(C1=CC(=O)CC4)C. Drug 2: CN(C(=O)NC(C=O)C(C(C(CO)O)O)O)N=O. Cell line: LOX IMVI. Synergy scores: CSS=5.68, Synergy_ZIP=-2.94, Synergy_Bliss=-0.540, Synergy_Loewe=-0.00520, Synergy_HSA=0.703. (2) Drug 1: CN1C(=O)N2C=NC(=C2N=N1)C(=O)N. Drug 2: C1CC(=O)NC(=O)C1N2C(=O)C3=CC=CC=C3C2=O. Cell line: UACC62. Synergy scores: CSS=0.356, Synergy_ZIP=-0.406, Synergy_Bliss=-3.64, Synergy_Loewe=-4.21, Synergy_HSA=-5.26. (3) Drug 1: C1=C(C(=O)NC(=O)N1)N(CCCl)CCCl. Drug 2: C1CC(=O)NC(=O)C1N2C(=O)C3=CC=CC=C3C2=O. Cell line: ACHN. Synergy scores: CSS=59.7, Synergy_ZIP=-1.20, Synergy_Bliss=-2.80, Synergy_Loewe=-11.0, Synergy_HSA=-3.69. (4) Drug 1: CCC1(CC2CC(C3=C(CCN(C2)C1)C4=CC=CC=C4N3)(C5=C(C=C6C(=C5)C78CCN9C7C(C=CC9)(C(C(C8N6C)(C(=O)OC)O)OC(=O)C)CC)OC)C(=O)OC)O.OS(=O)(=O)O. Drug 2: CC12CCC3C(C1CCC2OP(=O)(O)O)CCC4=C3C=CC(=C4)OC(=O)N(CCCl)CCCl.[Na+]. Cell line: NCI-H322M. Synergy scores: CSS=28.8, Synergy_ZIP=-5.90, Synergy_Bliss=3.91, Synergy_Loewe=2.64, Synergy_HSA=3.35. (5) Drug 1: CC1=C(C(=O)C2=C(C1=O)N3CC4C(C3(C2COC(=O)N)OC)N4)N. Drug 2: CCC1(C2=C(COC1=O)C(=O)N3CC4=CC5=C(C=CC(=C5CN(C)C)O)N=C4C3=C2)O.Cl. Cell line: LOX IMVI. Synergy scores: CSS=3.88, Synergy_ZIP=-16.1, Synergy_Bliss=-33.7, Synergy_Loewe=-55.3, Synergy_HSA=-32.1. (6) Drug 1: C1=CC(=CC=C1CCCC(=O)O)N(CCCl)CCCl. Drug 2: CC1=C(C=C(C=C1)NC(=O)C2=CC=C(C=C2)CN3CCN(CC3)C)NC4=NC=CC(=N4)C5=CN=CC=C5. Cell line: NCI/ADR-RES. Synergy scores: CSS=17.2, Synergy_ZIP=-6.36, Synergy_Bliss=6.53, Synergy_Loewe=2.56, Synergy_HSA=5.51. (7) Drug 1: C(CC(=O)O)C(=O)CN.Cl. Drug 2: C1CNP(=O)(OC1)N(CCCl)CCCl. Cell line: UO-31. Synergy scores: CSS=-2.10, Synergy_ZIP=0.688, Synergy_Bliss=-2.26, Synergy_Loewe=-1.69, Synergy_HSA=-4.45.